From a dataset of Peptide-MHC class II binding affinity with 134,281 pairs from IEDB. Regression. Given a peptide amino acid sequence and an MHC pseudo amino acid sequence, predict their binding affinity value. This is MHC class II binding data. The peptide sequence is EGRVEIDFDYCPGTTVTL. The MHC is DRB4_0101 with pseudo-sequence DRB4_0103. The binding affinity (normalized) is 0.